From a dataset of Reaction yield outcomes from USPTO patents with 853,638 reactions. Predict the reaction yield, written as a fraction of the theoretical maximum amount of product (1.0 means a 100% yield; for example, 0.34 means a 34% yield). (1) The reactants are Cl[C:2]1[C:11]2[C:6](=[CH:7][C:8]([O:14][CH2:15][CH:16]3[CH2:21][CH2:20][N:19]([CH3:22])[CH2:18][CH2:17]3)=[C:9](OC)[CH:10]=2)[N:5]=[CH:4][N:3]=1.OC1C=CC2N=C(C)NC=2C=1. No catalyst specified. The product is [CH3:22][N:19]1[CH2:18][CH2:17][CH:16]([CH2:15][O:14][C:8]2[CH:7]=[C:6]3[C:11]([CH:2]=[N:3][CH:4]=[N:5]3)=[CH:10][CH:9]=2)[CH2:21][CH2:20]1. The yield is 0.250. (2) The reactants are [C:1]([NH:4][C@@H:5]([CH2:9][CH2:10][S:11][CH3:12])[C:6]([OH:8])=O)(=[O:3])[CH3:2].C(N(CC)CC)C.CN(C(ON1N=NC2C=CC=NC1=2)=[N+](C)C)C.F[P-](F)(F)(F)(F)F.Cl.[NH2:45][CH2:46][CH2:47][O:48][C:49]1[CH:54]=[CH:53][C:52]([NH:55][C:56](=[O:65])[C:57]2[CH:62]=[CH:61][CH:60]=[C:59]([O:63][CH3:64])[CH:58]=2)=[CH:51][C:50]=1[C:66]1[N:70]([CH3:71])[N:69]=[CH:68][CH:67]=1. The catalyst is ClCCl. The product is [C:1]([NH:4][C@@H:5]([CH2:9][CH2:10][S:11][CH3:12])[C:6]([NH:45][CH2:46][CH2:47][O:48][C:49]1[CH:54]=[CH:53][C:52]([NH:55][C:56](=[O:65])[C:57]2[CH:62]=[CH:61][CH:60]=[C:59]([O:63][CH3:64])[CH:58]=2)=[CH:51][C:50]=1[C:66]1[N:70]([CH3:71])[N:69]=[CH:68][CH:67]=1)=[O:8])(=[O:3])[CH3:2]. The yield is 0.573. (3) The reactants are [C:1](=[O:17])([O-])[O:2][C:3]1[CH:8]=CC([N+]([O-])=O)=C[C:4]=1C(C)(C)C.[CH2:18]([NH2:21])[CH2:19][NH2:20].[CH3:22]N(C=O)C. No catalyst specified. The product is [C:1]([NH:20][CH2:19][CH2:18][NH2:21])([O:2][C:3]([CH3:4])([CH3:8])[CH3:22])=[O:17]. The yield is 0.630. (4) The reactants are [NH2:1][C:2]1[C:7]([C:8]([NH:10][NH:11][C:12]([C:14]2[CH:19]=[CH:18][C:17]([CH2:20][N:21]([CH3:29])[C:22](=[O:28])[O:23][C:24]([CH3:27])([CH3:26])[CH3:25])=[CH:16][CH:15]=2)=O)=[O:9])=[CH:6][C:5]([Br:30])=[CH:4][N:3]=1.CCN(C(C)C)C(C)C.BrP(Br)(C1C=CC=CC=1)(C1C=CC=CC=1)C1C=CC=CC=1. The catalyst is CC#N. The product is [NH2:1][C:2]1[C:7]([C:8]2[O:9][C:12]([C:14]3[CH:19]=[CH:18][C:17]([CH2:20][N:21]([CH3:29])[C:22](=[O:28])[O:23][C:24]([CH3:26])([CH3:27])[CH3:25])=[CH:16][CH:15]=3)=[N:11][N:10]=2)=[CH:6][C:5]([Br:30])=[CH:4][N:3]=1. The yield is 0.630.